From a dataset of Experimentally validated miRNA-target interactions with 360,000+ pairs, plus equal number of negative samples. Binary Classification. Given a miRNA mature sequence and a target amino acid sequence, predict their likelihood of interaction. (1) The miRNA is hsa-miR-6763-3p with sequence CUCCCCGGCCUCUGCCCCCAG. The protein sequence of the target gene is MMLPSPVTSTPFSVKDILNLEQQHQHFHGAHLQADLEHHFHSAPCMLAAAEGTQFSDGGEEDEEDEGEKLSYLNSLAAADGHGDSGLCPQGYVHTVLRDSCSEPKEHEEEPEVVRDRSQKSCQLKKSLETAGDCKAAEESERPKPRSRRKPRVLFSQAQVFELERRFKQQRYLSAPEREHLASSLKLTSTQVKIWFQNRRYKCKRQRQDKSLELGAHAPPPPPRRVAVPVLVRDGKPCVTPSAQAYGAPYSVGASAYSYNSFPAYGYGNSAAAAAAAAAAAAAAAAYSSSYGCAYPAGGG.... Result: 1 (interaction). (2) Result: 0 (no interaction). The protein sequence of the target gene is MLPVYQEVKPNPLQDANLCSRVFFWWLNPLFKIGHKRRLEEDDMYSVLPEDRSQHLGEELQGFWDKEVLRAENDAQKPSLTRAIIKCYWKSYLVLGIFTLIEESAKVIQPIFLGKIINYFENYDPMDSVALNTAYAYATVLTFCTLILAILHHLYFYHVQCAGMRLRVAMCHMIYRKALRLSNMAMGKTTTGQIVNLLSNDVNKFDQVTVFLHFLWAGPLQAIAVTALLWMEIGISCLAGMAVLIILLPLQSCFGKLFSSLRSKTATFTDARIRTMNEVITGIRIIKMYAWEKSFSNLIT.... The miRNA is hsa-miR-6848-3p with sequence GUGGUCUCUUGGCCCCCAG. (3) The miRNA is mmu-miR-6954-5p with sequence UGGGGCAGUUCUGGGGGCAGAU. The protein sequence of the target gene is MATASPRSDTSNNHSGRLQLQVTVSSAKLKRKKNWFGTAIYTEVVVDGEITKTAKSSSSSNPKWDEQLTVNVTPQTTLEFQVWSHRTLKADALLGKATIDLKQALLIHNRKLERVKEQLKLSLENKNGIAQTGELTVVLDGLVIEQENITNCSSSPTIEIQENGDALHENGEPSARTTARLAVEGTNGIDNHVPTSTLVQNSCCSYVVNGDNTPSSPSQVAARPKNTPAPKPLASEPADDTVNGESSSFAPTDNASVTGTPVVSEENALSPNCTSTTVEDPPVQEILTSSENNECIPSTS.... Result: 0 (no interaction). (4) The miRNA is mmu-miR-2183 with sequence UUGAACCCCUGACCUCCU. Result: 0 (no interaction). The protein sequence of the target gene is MYRSGSRSSVSSHRSKDGSASGPPPGRPVGASSGPTRRPSSPPPPSCSSLRLPARRHRSPSGHRGRWASPSPPRGRRGSPSPPRGRRASPSPTRGRRASPSPPRGRRGSPSPPRARRGSPSPPRSRRHYPPGLGGFRGSIRGESRADFARDGRGDHPGGGGGSRRRSPGLCSDSSLEESLRITVGNDHFCVSTPERRRLSDRLGSPVDGLQDMDRDDLTDDSVFTRSSQCSRGLERYISREEGPLSPFLGQLDEDYRTRETFLHRPEFSPQSSCHDELLRGTERNRDKLKSSSYSIRSEE.... (5) The miRNA is hsa-miR-6513-3p with sequence UCAAGUGUCAUCUGUCCCUAG. The protein sequence of the target gene is MLAVRKARRKLRMGTICSPNPSGTKTSSEVCNADWMASLPPHLHNLPLSNLAIPGSHDSFSYWVDEKSPVGPDQTQAIKRLARISLVKKLMKKWSVTQNLTFREQLEAGIRYFDLRVSSKPGDADQEIYFIHGLFGIKVWDGLMEIDSFLTQHPQEIIFLDFNHFYAMDETHHKCLVLRIQEAFGNKLCPACSVESLTLRTLWEKNCQVLIFYHCPFYKQYPFLWPGKKIPAPWANTTSVRKLILFLETTLSERASRGSFHVSQAILTPRVKTIARGLVGGLKNTLVHSNRWNSHGPSLL.... Result: 0 (no interaction). (6) The protein sequence of the target gene is MAAEEMHWPVPMKAIGAQNLLTMPGGVAKAGYLHKKGGTQLQLLKWPLRFVIIHKRCVYYFKSSTSASPQGAFSLSGYNRVMRAAEETTSNNVFPFKIIHISKKHRTWFFSASSEEERKSWMALLRREIGHFHEKKDLPLDTSDSSSDTDSFYGAVERPVDISLSPYPTDNEDYEHDDEDDSYLEPDSPEPGRLEDALMHPPAYPPPPVPTPRKPAFSDMPRAHSFTSKGPGPLLPPPPPKHGLPDVGLAAEDSKRDPLCPRRAEPCPRVPATPRRMSDPPLSTMPTAPGLRKPPCFRES.... Result: 1 (interaction). The miRNA is hsa-miR-1972 with sequence UCAGGCCAGGCACAGUGGCUCA.